The task is: Predict the product of the given reaction.. This data is from Forward reaction prediction with 1.9M reactions from USPTO patents (1976-2016). (1) Given the reactants [C:1]([C:5]1[O:9][N:8]=[C:7]([NH:10][C:11](=[O:38])[CH2:12][C:13]2[CH:18]=[CH:17][C:16]([C:19]3[CH:20]=[C:21]4[C:27]([CH2:28][NH:29][CH3:30])=[N:26][N:25](C5CCCCO5)[C:22]4=[N:23][CH:24]=3)=[CH:15][C:14]=2[F:37])[CH:6]=1)([CH3:4])([CH3:3])[CH3:2].Cl, predict the reaction product. The product is: [C:1]([C:5]1[O:9][N:8]=[C:7]([NH:10][C:11](=[O:38])[CH2:12][C:13]2[CH:18]=[CH:17][C:16]([C:19]3[CH:20]=[C:21]4[C:27]([CH2:28][NH:29][CH3:30])=[N:26][NH:25][C:22]4=[N:23][CH:24]=3)=[CH:15][C:14]=2[F:37])[CH:6]=1)([CH3:4])([CH3:2])[CH3:3]. (2) Given the reactants [F:1][C:2]1[CH:7]=[CH:6][C:5](/[CH:8]=[CH:9]/B(O)O)=[CH:4][CH:3]=1.Cl[C:14]1[CH:19]=[C:18]([C:20]2[NH:24][C:23]([N:25]3[CH2:29][CH2:28][CH2:27][CH2:26]3)=[C:22]([C:30]#[N:31])[CH:21]=2)[CH:17]=[CH:16][N:15]=1.C([O-])([O-])=O.[Na+].[Na+], predict the reaction product. The product is: [F:1][C:2]1[CH:7]=[CH:6][C:5](/[CH:8]=[CH:9]/[C:16]2[CH:17]=[C:18]([C:20]3[NH:24][C:23]([N:25]4[CH2:29][CH2:28][CH2:27][CH2:26]4)=[C:22]([C:30]#[N:31])[CH:21]=3)[CH:19]=[CH:14][N:15]=2)=[CH:4][CH:3]=1. (3) Given the reactants [C:1]1([S:7]([C:10]2[CH:15]=[CH:14][CH:13]=[CH:12][C:11]=2[N:16]=[C:17]=[O:18])(=[O:9])=[O:8])[CH:6]=[CH:5][CH:4]=[CH:3][CH:2]=1.Cl.[CH3:20][O:21][C:22](=[O:33])[C@H:23]([CH2:25][C:26]1[CH:31]=[CH:30][C:29]([OH:32])=[CH:28][CH:27]=1)[NH2:24].C(N(CC)CC)C, predict the reaction product. The product is: [CH3:20][O:21][C:22](=[O:33])[C@@H:23]([NH:24][C:17]([NH:16][C:11]1[CH:12]=[CH:13][CH:14]=[CH:15][C:10]=1[S:7]([C:1]1[CH:2]=[CH:3][CH:4]=[CH:5][CH:6]=1)(=[O:8])=[O:9])=[O:18])[CH2:25][C:26]1[CH:31]=[CH:30][C:29]([OH:32])=[CH:28][CH:27]=1. (4) Given the reactants C([O:3][C:4](=[O:45])[CH2:5][CH2:6][CH2:7][O:8][C:9]1[CH:14]=[CH:13][CH:12]=[C:11]([CH2:15][CH2:16][CH2:17][CH2:18][CH2:19][CH2:20][O:21][C:22]2[CH:27]=[C:26]([O:28][CH2:29][CH3:30])[CH:25]=[C:24]([C:31]3[CH:36]=[CH:35][N:34]=[C:33]([Cl:37])[CH:32]=3)[CH:23]=2)[C:10]=1[CH2:38][CH2:39][C:40]([O:42]CC)=[O:41])C.[OH-].[Na+], predict the reaction product. The product is: [C:40]([CH2:39][CH2:38][C:10]1[C:11]([CH2:15][CH2:16][CH2:17][CH2:18][CH2:19][CH2:20][O:21][C:22]2[CH:27]=[C:26]([O:28][CH2:29][CH3:30])[CH:25]=[C:24]([C:31]3[CH:36]=[CH:35][N:34]=[C:33]([Cl:37])[CH:32]=3)[CH:23]=2)=[CH:12][CH:13]=[CH:14][C:9]=1[O:8][CH2:7][CH2:6][CH2:5][C:4]([OH:45])=[O:3])([OH:42])=[O:41].